Task: Predict the product of the given reaction.. Dataset: Forward reaction prediction with 1.9M reactions from USPTO patents (1976-2016) (1) Given the reactants Cl.[NH2:2][CH:3]1[CH:10]2[CH2:11][C:6]3([OH:14])[CH2:7][C:8]([OH:13])([CH2:12][CH:4]1[CH2:5]3)[CH2:9]2.[C:15]([NH:22][C:23]1([CH:28]=O)[CH2:27][CH2:26][CH2:25][CH2:24]1)([O:17][C:18]([CH3:21])([CH3:20])[CH3:19])=[O:16].C(O)(=O)C.C([O-])(O)=O.[Na+], predict the reaction product. The product is: [C:18]([O:17][C:15](=[O:16])[NH:22][C:23]1([CH2:28][NH:2][CH:3]2[CH:10]3[CH2:9][C:8]4([OH:13])[CH2:7][C:6]([OH:14])([CH2:5][CH:4]2[CH2:12]4)[CH2:11]3)[CH2:24][CH2:25][CH2:26][CH2:27]1)([CH3:21])([CH3:19])[CH3:20]. (2) Given the reactants C(N(CC)C(C)C)(C)C.Cl.[NH2:11][C:12]1[C:21]([C:22]([NH:24][C:25]2[CH:26]=[N:27][CH:28]=[C:29]([F:40])[C:30]=2[N:31]2[CH2:36][CH2:35][CH:34]([C:37](O)=[O:38])[CH2:33][CH2:32]2)=[O:23])=[C:15]2[N:16]=[CH:17][C:18]([F:20])=[CH:19][N:14]2[N:13]=1.C(N1C=CN=C1)(N1C=CN=C1)=O.[O:53]1[CH2:56][CH:55]([N:57]2[CH2:62][CH2:61][NH:60][CH2:59][CH2:58]2)[CH2:54]1.[OH-].[Na+], predict the reaction product. The product is: [NH2:11][C:12]1[C:21]([C:22]([NH:24][C:25]2[CH:26]=[N:27][CH:28]=[C:29]([F:40])[C:30]=2[N:31]2[CH2:36][CH2:35][CH:34]([C:37]([N:60]3[CH2:61][CH2:62][N:57]([CH:55]4[CH2:56][O:53][CH2:54]4)[CH2:58][CH2:59]3)=[O:38])[CH2:33][CH2:32]2)=[O:23])=[C:15]2[N:14]=[CH:19][C:18]([F:20])=[CH:17][N:16]2[N:13]=1. (3) The product is: [Cl:8][C:6]1[CH:5]=[C:4]([C@:9]2([C:17]([F:20])([F:19])[F:18])[CH2:13][CH2:12][N:11]([CH3:15])[CH2:10]2)[CH:3]=[C:2]([Cl:1])[CH:7]=1. Given the reactants [Cl:1][C:2]1[CH:3]=[C:4]([C@:9]2([C:17]([F:20])([F:19])[F:18])[CH2:13][C:12](=O)[N:11]([CH3:15])[C:10]2=O)[CH:5]=[C:6]([Cl:8])[CH:7]=1.B(F)(F)F.Cl, predict the reaction product. (4) Given the reactants [CH2:1]([O:3][C@H:4]1[CH2:8][N:7]([C:9]2[N:14]=[CH:13][CH:12]=[CH:11]N=2)[CH2:6][C@H:5]1[NH:15][C:16]1[C:21]([CH2:22][CH3:23])=[N:20][C:19]([C:24]2[C:25]([CH3:32])=[N:26][C:27]([O:30][CH3:31])=[CH:28][CH:29]=2)=[C:18]([CH2:33][CH3:34])[N:17]=1)[CH3:2].Br[C:36]1C=CC=CN=1, predict the reaction product. The product is: [CH2:1]([O:3][C@H:4]1[CH2:8][N:7]([C:9]2[CH:36]=[CH:11][CH:12]=[CH:13][N:14]=2)[CH2:6][C@H:5]1[NH:15][C:16]1[C:21]([CH2:22][CH3:23])=[N:20][C:19]([C:24]2[C:25]([CH3:32])=[N:26][C:27]([O:30][CH3:31])=[CH:28][CH:29]=2)=[C:18]([CH2:33][CH3:34])[N:17]=1)[CH3:2]. (5) Given the reactants [CH3:1][C:2](C)([O-])C.[K+].[C:7]([O:11][C:12]([NH:14][C@H:15]1[CH2:20][C:19](=O)[CH2:18][N:17]([C:22]([O:24][CH2:25][C:26]2[CH:31]=[CH:30][CH:29]=[CH:28][CH:27]=2)=[O:23])[CH2:16]1)=[O:13])([CH3:10])([CH3:9])[CH3:8].C(=O)(O)[O-].[Na+], predict the reaction product. The product is: [C:7]([O:11][C:12]([NH:14][C@H:15]1[CH2:20][C:19](=[CH:1][CH3:2])[CH2:18][N:17]([C:22]([O:24][CH2:25][C:26]2[CH:31]=[CH:30][CH:29]=[CH:28][CH:27]=2)=[O:23])[CH2:16]1)=[O:13])([CH3:10])([CH3:9])[CH3:8]. (6) Given the reactants [CH3:1][C:2]([C:12]1[C:20]2[O:19][CH2:18][CH2:17][C:16]=2[CH:15]=[CH:14][CH:13]=1)([CH3:11])[CH2:3][C:4]1([C:7]([F:10])([F:9])[F:8])[CH2:6][O:5]1.[CH2:21]([C:23]1[N:28]=[C:27]2[N:29]([C:32]3[CH:33]=[N:34][C:35]([F:38])=[CH:36][CH:37]=3)[N:30]=[CH:31][C:26]2=[C:25]([NH2:39])[N:24]=1)[CH3:22], predict the reaction product. The product is: [O:19]1[C:20]2[C:12]([C:2]([CH3:11])([CH3:1])[CH2:3][C:4]([CH2:6][NH:39][C:25]3[N:24]=[C:23]([CH2:21][CH3:22])[N:28]=[C:27]4[N:29]([C:32]5[CH:33]=[N:34][C:35]([F:38])=[CH:36][CH:37]=5)[N:30]=[CH:31][C:26]=34)([OH:5])[C:7]([F:10])([F:8])[F:9])=[CH:13][CH:14]=[CH:15][C:16]=2[CH2:17][CH2:18]1. (7) Given the reactants [F:1][C:2]([F:24])([F:23])[C:3]1[N:4]=[CH:5][C:6]([NH:9][C@H:10]2[CH2:14][CH2:13][CH2:12][C@@H:11]2[NH:15][C:16](=[O:22])[O:17][C:18]([CH3:21])([CH3:20])[CH3:19])=[N:7][CH:8]=1.[Br:25]N1C(=O)CCC1=O, predict the reaction product. The product is: [Br:25][C:5]1[C:6]([NH:9][C@H:10]2[CH2:14][CH2:13][CH2:12][C@@H:11]2[NH:15][C:16](=[O:22])[O:17][C:18]([CH3:20])([CH3:21])[CH3:19])=[N:7][CH:8]=[C:3]([C:2]([F:1])([F:23])[F:24])[N:4]=1. (8) Given the reactants [Br:1][C:2]1[CH:3]=[C:4]2[C:13](=[CH:14][CH:15]=1)[CH:12]1[CH2:16][CH:10]([CH2:11]1)[N:9]1[C:5]2=[N:6][C:7](I)=[CH:8]1.C[Si](N[Si](C)(C)C)(C)C.C[N:28](C)[CH:29]=[O:30], predict the reaction product. The product is: [Br:1][C:2]1[CH:3]=[C:4]2[C:13](=[CH:14][CH:15]=1)[CH:12]1[CH2:16][CH:10]([CH2:11]1)[N:9]1[C:5]2=[N:6][C:7]([C:29]([NH2:28])=[O:30])=[CH:8]1. (9) Given the reactants [CH3:1][CH:2]([Si:4](Cl)([CH:8]([CH3:10])[CH3:9])[CH:5]([CH3:7])[CH3:6])[CH3:3].N1C=CN=C1.[I:17][C:18]1[C:19]([CH2:24][OH:25])=[N:20][O:21][C:22]=1[CH3:23], predict the reaction product. The product is: [I:17][C:18]1[C:19]([CH2:24][O:25][Si:4]([CH:8]([CH3:10])[CH3:9])([CH:5]([CH3:7])[CH3:6])[CH:2]([CH3:3])[CH3:1])=[N:20][O:21][C:22]=1[CH3:23]. (10) Given the reactants [Cl:1][C:2]1[N:7]=[CH:6][C:5]([Br:8])=[C:4](Cl)[N:3]=1.[NH2:10][C:11]1[CH:20]=[CH:19][CH:18]=[CH:17][C:12]=1[C:13]([NH:15][CH3:16])=[O:14].C(N(CC)C(C)C)(C)C, predict the reaction product. The product is: [Cl:1][C:2]1[N:3]=[C:4]([NH:10][C:11]2[CH:20]=[CH:19][CH:18]=[CH:17][C:12]=2[C:13]([NH:15][CH3:16])=[O:14])[C:5]([Br:8])=[CH:6][N:7]=1.